From a dataset of Forward reaction prediction with 1.9M reactions from USPTO patents (1976-2016). Predict the product of the given reaction. (1) Given the reactants [Br:1][C:2]1[CH:3]=[C:4]([C:10]2[CH:19]=[CH:18][C:17]([C:20]([F:23])([F:22])[F:21])=[CH:16][C:11]=2[CH2:12][NH:13][CH2:14][CH3:15])[C:5]([O:8][CH3:9])=[N:6][CH:7]=1.[CH:24]1([C:27]([OH:29])=O)[CH2:26][CH2:25]1, predict the reaction product. The product is: [Br:1][C:2]1[CH:3]=[C:4]([C:10]2[CH:19]=[CH:18][C:17]([C:20]([F:23])([F:21])[F:22])=[CH:16][C:11]=2[CH2:12][N:13]([CH2:14][CH3:15])[C:27]([CH:24]2[CH2:26][CH2:25]2)=[O:29])[C:5]([O:8][CH3:9])=[N:6][CH:7]=1. (2) Given the reactants C[O:2][C:3](=[O:31])[C:4]1[CH:9]=[CH:8][CH:7]=[CH:6][C:5]=1[NH:10]C(=O)C1C=CC=CC=1NC(=O)C1C=CC=CC=1[N+]([O-])=O.COC(=O)C1C=CC=CC=1NC(=O)C1C=CC=CC=1[N+]([O-])=O.[N+](C1C=CC=CC=1C(Cl)=O)([O-])=O.COC(=O)C1C=CC=CC=1NC(=O)C1C=CC=CC=1N.N1C=CC=CC=1, predict the reaction product. The product is: [NH2:10][C:5]1[CH:6]=[CH:7][CH:8]=[CH:9][C:4]=1[C:3]([OH:31])=[O:2]. (3) The product is: [CH2:35]([O:34][CH2:33][C@H:15]([NH:14][C:10](=[O:12])[CH2:9][N:7]1[CH2:6][C@H:5]([CH3:13])[O:4][C@H:3]([CH3:2])[CH2:8]1)[C:16]([NH:18][C:19]1[CH:24]=[CH:23][C:22]([O:25][C:26]2[CH:31]=[CH:30][C:29]([F:32])=[CH:28][CH:27]=2)=[CH:21][CH:20]=1)=[O:17])[C:36]1[CH:41]=[CH:40][CH:39]=[CH:38][CH:37]=1. Given the reactants Cl.[CH3:2][C@@H:3]1[CH2:8][N:7]([CH2:9][C:10]([OH:12])=O)[CH2:6][C@H:5]([CH3:13])[O:4]1.[NH2:14][C@@H:15]([CH2:33][O:34][CH2:35][C:36]1[CH:41]=[CH:40][CH:39]=[CH:38][CH:37]=1)[C:16]([NH:18][C:19]1[CH:24]=[CH:23][C:22]([O:25][C:26]2[CH:31]=[CH:30][C:29]([F:32])=[CH:28][CH:27]=2)=[CH:21][CH:20]=1)=[O:17], predict the reaction product. (4) The product is: [CH2:20]([O:19][C:17](=[O:18])[C@H:16]([CH3:22])[NH:12][C:11]1[CH:10]=[CH:9][C:8]([CH2:7][C:1]2[CH:2]=[CH:3][CH:4]=[CH:5][CH:6]=2)=[CH:14][CH:13]=1)[CH3:21]. Given the reactants [C:1]1([CH2:7][C:8]2[CH:14]=[CH:13][C:11]([NH2:12])=[CH:10][CH:9]=2)[CH:6]=[CH:5][CH:4]=[CH:3][CH:2]=1.Br[CH:16]([CH3:22])[C:17]([O:19][CH2:20][CH3:21])=[O:18].C(=O)(O)[O-].[Na+].O, predict the reaction product. (5) Given the reactants [F:1][C:2]([F:6])([F:5])[CH2:3][OH:4].[H-].[Na+].Cl[C:10]1[C:15]([I:16])=[CH:14][N:13]=[CH:12][N:11]=1.[NH4+].[Cl-], predict the reaction product. The product is: [I:16][C:15]1[C:10]([O:4][CH2:3][C:2]([F:6])([F:5])[F:1])=[N:11][CH:12]=[N:13][CH:14]=1. (6) Given the reactants [C:1]([C:3]1[CH:8]=[CH:7][C:6]([C:9](=O)[CH2:10][C:11](=O)[C:12]([O:14][CH2:15][CH3:16])=[O:13])=[CH:5][CH:4]=1)#[N:2].[NH:19]([C:21]1[CH:22]=[N:23][CH:24]=[CH:25][CH:26]=1)[NH2:20].Cl.C(=O)(O)[O-].[Na+], predict the reaction product. The product is: [C:1]([C:3]1[CH:8]=[CH:7][C:6]([C:9]2[N:19]([C:21]3[CH:22]=[N:23][CH:24]=[CH:25][CH:26]=3)[N:20]=[C:11]([C:12]([O:14][CH2:15][CH3:16])=[O:13])[CH:10]=2)=[CH:5][CH:4]=1)#[N:2]. (7) Given the reactants Cl.[NH2:2][CH2:3][C:4]1[CH:13]=[CH:12][C:7]([C:8]([O:10][CH3:11])=[O:9])=[CH:6][CH:5]=1.Cl.[N:15]1([C:20](N)=[NH:21])C=CC=N1.CCN(C(C)C)C(C)C, predict the reaction product. The product is: [OH2:9].[OH2:9].[CH3:11][O:10][C:8](=[O:9])[C:7]1[CH:6]=[CH:5][C:4]([CH2:3][NH:2][C:20]([NH2:21])=[NH:15])=[CH:13][CH:12]=1.